Predict the reactants needed to synthesize the given product. From a dataset of Full USPTO retrosynthesis dataset with 1.9M reactions from patents (1976-2016). (1) Given the product [CH3:28][N:29]1[CH2:34][CH2:33][N:32]([CH2:1][C:3]2[N:4]=[CH:5][C:6]([NH:9][C:10](=[O:27])[CH:11]([NH:15][C:16](=[O:26])[CH2:17][C:18]3[CH:23]=[C:22]([F:24])[CH:21]=[C:20]([F:25])[CH:19]=3)[CH2:12][CH2:13][CH3:14])=[N:7][CH:8]=2)[CH2:31][CH2:30]1, predict the reactants needed to synthesize it. The reactants are: [CH:1]([C:3]1[N:4]=[CH:5][C:6]([NH:9][C:10](=[O:27])[CH:11]([NH:15][C:16](=[O:26])[CH2:17][C:18]2[CH:23]=[C:22]([F:24])[CH:21]=[C:20]([F:25])[CH:19]=2)[CH2:12][CH2:13][CH3:14])=[N:7][CH:8]=1)=O.[CH3:28][N:29]1[CH2:34][CH2:33][NH:32][CH2:31][CH2:30]1.S([O-])([O-])(=O)=O.[Na+].[Na+].C([BH3-])#N.[Na+]. (2) Given the product [Br:42][C:43]1[CH:44]=[C:45]([S:49]([N:15]2[CH2:34][CH2:33][C:18]3[N:19]=[C:20]([NH:23][C:24](=[O:32])[C:25]4[CH:30]=[CH:29][CH:28]=[C:27]([Cl:31])[CH:26]=4)[N:21]=[CH:22][C:17]=3[CH2:16]2)(=[O:51])=[O:50])[CH:46]=[CH:47][CH:48]=1, predict the reactants needed to synthesize it. The reactants are: FC(F)(F)C(O)=O.C(OC([N:15]1[CH2:34][CH2:33][C:18]2[N:19]=[C:20]([NH:23][C:24](=[O:32])[C:25]3[CH:30]=[CH:29][CH:28]=[C:27]([Cl:31])[CH:26]=3)[N:21]=[CH:22][C:17]=2[CH2:16]1)=O)(C)(C)C.C(N(CC)CC)C.[Br:42][C:43]1[CH:44]=[C:45]([S:49](Cl)(=[O:51])=[O:50])[CH:46]=[CH:47][CH:48]=1. (3) Given the product [CH2:13]([O:15][C:16]([C:18]1[C:19]([C:24]2[S:25][C:26]([I:30])=[C:27]([CH3:29])[CH:28]=2)=[CH:20][S:21][C:22]=1[NH:23][C:4](=[O:5])[CH2:3][C:1]#[N:2])=[O:17])[CH3:14], predict the reactants needed to synthesize it. The reactants are: [C:1]([CH2:3][C:4](O)=[O:5])#[N:2].P(Cl)(Cl)(Cl)(Cl)Cl.[CH2:13]([O:15][C:16]([C:18]1[C:19]([C:24]2[S:25][C:26]([I:30])=[C:27]([CH3:29])[CH:28]=2)=[CH:20][S:21][C:22]=1[NH2:23])=[O:17])[CH3:14].C([O-])(O)=O.[Na+]. (4) Given the product [N:1]1([C:6]2[CH:7]=[CH:8][C:9]([CH2:12][C:13]([OH:15])=[O:14])=[CH:10][CH:11]=2)[CH:5]=[N:4][N:3]=[N:2]1, predict the reactants needed to synthesize it. The reactants are: [N:1]1([C:6]2[CH:11]=[CH:10][C:9]([CH:12](C)[C:13]([OH:15])=[O:14])=[CH:8][CH:7]=2)[CH:5]=[N:4][N:3]=[N:2]1.NC1C=CC(CC(O)=O)=CC=1. (5) Given the product [CH3:1][C:2]1[CH:7]=[CH:6][CH:5]=[C:4]([CH3:8])[C:3]=1[C:9]([N:11]1[CH2:16][CH2:15][C:14]([CH3:17])([N:18]2[CH2:19][CH2:20][C:21](=[O:22])[CH2:26][CH2:27]2)[CH2:13][CH2:12]1)=[O:10], predict the reactants needed to synthesize it. The reactants are: [CH3:1][C:2]1[CH:7]=[CH:6][CH:5]=[C:4]([CH3:8])[C:3]=1[C:9]([N:11]1[CH2:16][CH2:15][C:14]([N:18]2[CH2:27][CH2:26][C:21]3(OCC[O:22]3)[CH2:20][CH2:19]2)([CH3:17])[CH2:13][CH2:12]1)=[O:10]. (6) Given the product [CH3:14][C:15]1[C:23]2[C:19](=[CH:20][N:21]([C:32]([O:31][C:28]([CH3:30])([CH3:29])[CH3:27])=[O:33])[N:22]=2)[CH:18]=[CH:17][C:16]=1[N+:24]([O-:26])=[O:25].[CH3:1][C:2]1[C:10]2[C:6](=[CH:7][N:8]([C:35]([O:37][C:38]([CH3:39])([CH3:40])[CH3:41])=[O:36])[N:9]=2)[C:5]([N+:11]([O-:13])=[O:12])=[CH:4][CH:3]=1, predict the reactants needed to synthesize it. The reactants are: [CH3:1][C:2]1[CH:3]=[CH:4][C:5]([N+:11]([O-:13])=[O:12])=[C:6]2[C:10]=1[NH:9][N:8]=[CH:7]2.[CH3:14][C:15]1[C:16]([N+:24]([O-:26])=[O:25])=[CH:17][CH:18]=[C:19]2[C:23]=1[NH:22][N:21]=[CH:20]2.[CH3:27][C:28]([O:31][C:32](O[C:35]([O:37][C:38]([CH3:41])([CH3:40])[CH3:39])=[O:36])=[O:33])([CH3:30])[CH3:29].C(N(CC)CC)C. (7) Given the product [F:1][C:2]([F:7])([F:6])[C:3]([OH:5])=[O:4].[O:8]1[C:12]2[CH:13]=[CH:14][CH:15]=[CH:16][C:11]=2[N:10]=[C:9]1[C:17]1[CH:37]=[CH:36][C:20]([C:21]([N:23]2[CH2:24][CH2:25][NH:26][CH2:27][CH2:28]2)=[O:22])=[CH:19][CH:18]=1, predict the reactants needed to synthesize it. The reactants are: [F:1][C:2]([F:7])([F:6])[C:3]([OH:5])=[O:4].[O:8]1[C:12]2[CH:13]=[CH:14][CH:15]=[CH:16][C:11]=2[N:10]=[C:9]1[C:17]1[CH:37]=[CH:36][C:20]([C:21]([N:23]2[CH2:28][CH2:27][N:26](C(OC(C)(C)C)=O)[CH2:25][CH2:24]2)=[O:22])=[CH:19][CH:18]=1.